From a dataset of Forward reaction prediction with 1.9M reactions from USPTO patents (1976-2016). Predict the product of the given reaction. (1) Given the reactants [N+:1]([C:4]1[CH:32]=[CH:31][C:7]([CH2:8][O:9][N:10]=[C:11]2[CH2:16][CH2:15][N:14]([S:17]([C:20]3[CH:25]=[CH:24][C:23]([O:26][C:27]([F:30])([F:29])[F:28])=[CH:22][CH:21]=3)(=[O:19])=[O:18])[CH2:13][CH2:12]2)=[CH:6][CH:5]=1)([O-])=O.[NH4+].[Cl-], predict the reaction product. The product is: [NH2:1][C:4]1[CH:5]=[CH:6][C:7]([CH2:8][O:9][N:10]=[C:11]2[CH2:16][CH2:15][N:14]([S:17]([C:20]3[CH:25]=[CH:24][C:23]([O:26][C:27]([F:29])([F:30])[F:28])=[CH:22][CH:21]=3)(=[O:18])=[O:19])[CH2:13][CH2:12]2)=[CH:31][CH:32]=1. (2) The product is: [S:39]([C:43]1[CH:49]=[CH:48][C:46]([CH3:47])=[CH:45][CH:44]=1)([O-:42])(=[O:41])=[O:40].[NH+:3]1[CH:2]=[CH:1][NH:5][CH:4]=1. Given the reactants [CH:1]1[N:5]=[CH:4][N:3](C([N:3]2[CH:4]=[N:5][CH:1]=[CH:2]2)=O)[CH:2]=1.C1C2NC3C(=CC=CC=3)SC=2C=CC=1.CC(=C)C(OCCCCC[NH3+])=O.[S:39]([C:43]1[CH:49]=[CH:48][C:46]([CH3:47])=[CH:45][CH:44]=1)([O-:42])(=[O:41])=[O:40].N1(C(NCCCCCOC(=O)C(C)=C)=O)C=CN=C1.O.C1(C)C=CC(S(O)(=O)=O)=CC=1, predict the reaction product. (3) Given the reactants [OH:1][C@H:2]1[CH2:7][CH2:6][C@H:5]([CH2:8][NH:9][C:10](=[O:19])[O:11][CH2:12][C:13]2[CH:18]=[CH:17][CH:16]=[CH:15][CH:14]=2)[CH2:4][CH2:3]1.[N+:20]([C:23]1[CH:30]=[CH:29][CH:28]=[C:27]([N+]([O-])=O)[C:24]=1[C:25]#[N:26])([O-:22])=[O:21], predict the reaction product. The product is: [C:25]([C:24]1[C:23]([N+:20]([O-:22])=[O:21])=[CH:30][CH:29]=[CH:28][C:27]=1[O:1][C@H:2]1[CH2:7][CH2:6][C@H:5]([CH2:8][NH:9][C:10](=[O:19])[O:11][CH2:12][C:13]2[CH:14]=[CH:15][CH:16]=[CH:17][CH:18]=2)[CH2:4][CH2:3]1)#[N:26]. (4) Given the reactants [NH:1]1[CH2:4][CH:3]([C:5]2[CH:27]=[CH:26][C:8]3[C:9]4[N:10]=[C:11]([C:17]5[N:18]([CH:23]([CH3:25])[CH3:24])[N:19]=[C:20]([CH3:22])[N:21]=5)[S:12][C:13]=4[CH2:14][CH2:15][O:16][C:7]=3[CH:6]=2)[CH2:2]1.C(=O)([O-])[O-].[Cs+].[Cs+].Cl[CH2:35][CH:36]([OH:40])[CH2:37][O:38][CH3:39].[I-].[Na+], predict the reaction product. The product is: [CH:23]([N:18]1[C:17]([C:11]2[S:12][C:13]3[CH2:14][CH2:15][O:16][C:7]4[CH:6]=[C:5]([CH:3]5[CH2:4][N:1]([CH2:35][CH:36]([OH:40])[CH2:37][O:38][CH3:39])[CH2:2]5)[CH:27]=[CH:26][C:8]=4[C:9]=3[N:10]=2)=[N:21][C:20]([CH3:22])=[N:19]1)([CH3:25])[CH3:24]. (5) Given the reactants FC(F)(F)C(O)=O.C(OC(=O)[NH:14][C:15]1[CH:16]=[N:17][C:18]([Cl:23])=[C:19]([Br:22])[C:20]=1[I:21])(C)(C)C, predict the reaction product. The product is: [Br:22][C:19]1[C:20]([I:21])=[C:15]([NH2:14])[CH:16]=[N:17][C:18]=1[Cl:23]. (6) Given the reactants [F:1][C:2]([F:7])([F:6])[C:3]([OH:5])=[O:4].[CH2:8]([O:15][C:16]([N:18]([CH2:26][CH:27]1[CH2:30][CH2:29][N:28]1C(OC(C)(C)C)=O)[CH:19]([CH2:24][CH3:25])[C:20]([O:22][CH3:23])=[O:21])=[O:17])[C:9]1[CH:14]=[CH:13][CH:12]=[CH:11][CH:10]=1, predict the reaction product. The product is: [F:1][C:2]([F:7])([F:6])[C:3]([OH:5])=[O:4].[NH:28]1[CH2:29][CH2:30][CH:27]1[CH2:26][N:18]([C:16]([O:15][CH2:8][C:9]1[CH:10]=[CH:11][CH:12]=[CH:13][CH:14]=1)=[O:17])[CH:19]([CH2:24][CH3:25])[C:20]([O:22][CH3:23])=[O:21]. (7) The product is: [Cl:20][C:21]1[CH:22]=[C:23]([NH:28][C:29](=[S:30])[NH:1][C:2]2[CH:3]=[C:4]([NH:10][C:11]([NH:13][C:14]3[CH:15]=[CH:16][CH:17]=[CH:18][CH:19]=3)=[O:12])[CH:5]=[CH:6][C:7]=2[O:8][CH3:9])[CH:24]=[C:25]([Cl:27])[CH:26]=1. Given the reactants [NH2:1][C:2]1[CH:3]=[C:4]([NH:10][C:11]([NH:13][C:14]2[CH:19]=[CH:18][CH:17]=[CH:16][CH:15]=2)=[O:12])[CH:5]=[CH:6][C:7]=1[O:8][CH3:9].[Cl:20][C:21]1[CH:22]=[C:23]([N:28]=[C:29]=[S:30])[CH:24]=[C:25]([Cl:27])[CH:26]=1, predict the reaction product. (8) Given the reactants [F:1][C:2]1[CH:23]=[C:22]([N+:24]([O-])=O)[CH:21]=[CH:20][C:3]=1[O:4][C:5]1[CH:10]=[CH:9][N:8]=[C:7]2[CH:11]=[C:12]([C:14]([NH:16][N:17]([CH3:19])[CH3:18])=[O:15])[S:13][C:6]=12.[NH4+].[Cl-].O, predict the reaction product. The product is: [NH2:24][C:22]1[CH:21]=[CH:20][C:3]([O:4][C:5]2[CH:10]=[CH:9][N:8]=[C:7]3[CH:11]=[C:12]([C:14]([NH:16][N:17]([CH3:19])[CH3:18])=[O:15])[S:13][C:6]=23)=[C:2]([F:1])[CH:23]=1.